This data is from Experimentally validated miRNA-target interactions with 360,000+ pairs, plus equal number of negative samples. The task is: Binary Classification. Given a miRNA mature sequence and a target amino acid sequence, predict their likelihood of interaction. (1) The miRNA is rno-miR-29c-3p with sequence UAGCACCAUUUGAAAUCGGUUA. The protein sequence of the target gene is MRRLSLWWLLSRVCLLLPPPCALVLAGVPSSSSHPQPCQILKRIGHAVRVGAVHLQPWTTAPRAASRAPDDSRAGAQRDEPEPGTRRSPAPSPGARWLGSTLHGRGPPGSRKPGEGARAEALWPRDALLFAVDNLNRVEGLLPYNLSLEVVMAIEAGLGDLPLLPFSSPSSPWSSDPFSFLQSVCHTVVVQGVSALLAFPQSQGEMMELDLVSLVLHIPVISIVRHEFPRESQNPLHLQLSLENSLSSDADVTVSILTMNNWYNFSLLLCQEDWNITDFLLLTQNNSKFHLGSIINITAN.... Result: 0 (no interaction). (2) The miRNA is hsa-miR-4721 with sequence UGAGGGCUCCAGGUGACGGUGG. The protein sequence of the target gene is MAAGVAAWLPFARAAAIGWMPVANCPMPLAPADKNKRQDELIVLNVSGRRFQTWRTTLERYPDTLLGSTEKEFFFNEDTKEYFFDRDPEVFRCVLNFYRTGKLHYPRYECISAYDDELAFYGILPEIIGDCCYEEYKDRKRENAERLMDDNDSENNQESMPSLSFRQTMWRAFENPHTSTLALVFYYVTGFFIAVSVITNVVETVPCGTVPGSKELPCGERYSVAFFCLDTACVMIFTVEYLLRLFAAPSRYRFIRSVMSIIDVVAIMPYYIGLVMTNNEDVSGAFVTLRVFRVFRIFKF.... Result: 0 (no interaction). (3) The miRNA is hsa-miR-6893-5p with sequence CAGGCAGGUGUAGGGUGGAGC. The protein sequence of the target gene is MVSRCSCLGVQCLLLSLLLLAAWEVGSGQLHYSVYEEARHGTFVGRIAQDLGLELAELVQRLFRVASKRHGDLLEVNLQNGILFVNSRIDREELCGRSVECSIHLEVIVDRPLQVFHVDVEVKDINDNPPRFSVTEQKLSIPESRLLDSRFPLEGASDADVGENALLTYKLSPNEYFVLDIINKKDKDKFPVLVLRKLLDREENPQLKLLLTATDGGKPEFTGSVSLLILVLDANDNAPIFDRPVYEVKMYENQVNQTLVIRLNASDSDEGINKEMMYSFSSLVPPTIRRKFWINERTGE.... Result: 0 (no interaction). (4) The miRNA is mmu-miR-493-3p with sequence UGAAGGUCCUACUGUGUGCCAGG. The protein sequence of the target gene is MAAPKTSIPSLAECQCGICMEILLEPVTLPCNHTLCNPCFQSTVEKANLCCPFCRRRVSSWTRYHTRRNSLVNTDLWEIIQKHYAKECKLRISGQESKEIIDECQPVRRLSEPGELRREYEEEISRVEAERQASKEEENKASEEYIQRLLAEEEEEEKRQREKRRSEMEEQLRGDEELARSLSTSINSNYERNTLASPLSSRKSDPVTNKSQKKNTSKQKTFGDIQKYLSPKLKPGTALACKAELEEDICKSKETDRSDTKSPVLQDTEIEKNIPTLSPQTCLETQEQGSESSAGIPGPQ.... Result: 1 (interaction). (5) The miRNA is mmu-miR-683 with sequence CCUGCUGUAAGCUGUGUCCUC. The protein sequence of the target gene is MAADEVAGGARKATKSKLFEFLVHGVRPGMPSGARMPHQGAPMGPPGSPYMGSPAVRPGLAPAGMEPARKRAAPPPGQSQAQSQGQPVPTAPARSRSAKRRKMADKILPQRIRELVPESQAYMDLLAFERKLDQTIMRKRVDIQEALKRPMKQKRKLRLYISNTFNPAKPDAEDSDGSIASWELRVEGKLLDDPSKQKRKFSSFFKSLVIELDKDLYGPDNHLVEWHRTPTTQETDGFQVKRPGDLSVRCTLLLMLDYQPPQFKLDPRLARLLGLHTQSRSAIVQALWQYVKTNRLQDSH.... Result: 0 (no interaction).